The task is: Regression/Classification. Given a drug SMILES string, predict its absorption, distribution, metabolism, or excretion properties. Task type varies by dataset: regression for continuous measurements (e.g., permeability, clearance, half-life) or binary classification for categorical outcomes (e.g., BBB penetration, CYP inhibition). Dataset: bioavailability_ma.. This data is from Oral bioavailability binary classification data from Ma et al.. (1) The molecule is Cc1c(O)cccc1C(=O)N[C@@H](CSc1ccccc1)[C@H](O)CN1C[C@H]2CCCC[C@H]2C[C@H]1C(=O)NC(C)(C)C. The result is 1 (high bioavailability). (2) The drug is CN[C@@H]1CCc2[nH]c3ccc(C(N)=O)cc3c2C1. The result is 1 (high bioavailability).